From a dataset of Full USPTO retrosynthesis dataset with 1.9M reactions from patents (1976-2016). Predict the reactants needed to synthesize the given product. (1) Given the product [CH2:1]([C:3]1[CH:4]=[CH:5][C:6]([I:18])=[C:7]([CH2:9][C:10]([OH:12])=[O:11])[CH:8]=1)[CH3:2], predict the reactants needed to synthesize it. The reactants are: [CH2:1]([C:3]1[CH:4]=[CH:5][C:6](N)=[C:7]([CH2:9][C:10]([OH:12])=[O:11])[CH:8]=1)[CH3:2].N([O-])=O.[Na+].[I-:18].[K+]. (2) Given the product [C:17]([O:20][C:21](=[O:22])[NH:1][CH:2]([CH2:7][OH:8])[CH2:3][CH:4]([CH3:6])[CH3:5])([CH3:19])([CH3:18])[CH3:16], predict the reactants needed to synthesize it. The reactants are: [NH2:1][C@@H:2]([CH2:7][OH:8])[CH2:3][CH:4]([CH3:6])[CH3:5].CCN(CC)CC.[CH3:16][C:17]([O:20][C:21](O[C:21]([O:20][C:17]([CH3:19])([CH3:18])[CH3:16])=[O:22])=[O:22])([CH3:19])[CH3:18]. (3) The reactants are: [S:1]1[CH:5]=[CH:4][CH:3]=[C:2]1[CH2:6][CH2:7][CH2:8]C(O)=O.[C:12]([O:16][C:17](=[O:36])[NH:18][CH2:19][CH:20]1[CH2:25][CH2:24][N:23]([S:26]([C:29]2[CH:34]=[CH:33][C:32]([NH2:35])=[CH:31][CH:30]=2)(=[O:28])=[O:27])[CH2:22][CH2:21]1)([CH3:15])([CH3:14])[CH3:13].[C:37](N1C=CN=C1)([N:39]1C=CN=C1)=[O:38]. Given the product [C:12]([O:16][C:17](=[O:36])[NH:18][CH2:19][CH:20]1[CH2:25][CH2:24][N:23]([S:26]([C:29]2[CH:34]=[CH:33][C:32]([NH:35][C:37]([NH:39][CH2:8][CH2:7][CH2:6][C:2]3[S:1][CH:5]=[CH:4][CH:3]=3)=[O:38])=[CH:31][CH:30]=2)(=[O:28])=[O:27])[CH2:22][CH2:21]1)([CH3:15])([CH3:13])[CH3:14], predict the reactants needed to synthesize it.